This data is from Catalyst prediction with 721,799 reactions and 888 catalyst types from USPTO. The task is: Predict which catalyst facilitates the given reaction. (1) Reactant: [NH:1]([C:13]([O:15][C:16]([CH3:19])([CH3:18])[CH3:17])=[O:14])[C@H:2]([C:10]([OH:12])=[O:11])[CH2:3][C:4]1[CH:9]=[CH:8][CH:7]=[CH:6][CH:5]=1.C(=O)([O-])[O-].[K+].[K+].[CH2:26](Cl)[C:27]1[CH:32]=[CH:31][CH:30]=[CH:29][CH:28]=1. The catalyst class is: 18. Product: [C:16]([O:15][C:13]([NH:1][C@@H:2]([CH2:3][C:4]1[CH:9]=[CH:8][CH:7]=[CH:6][CH:5]=1)[C:10]([O:12][CH2:26][C:27]1[CH:32]=[CH:31][CH:30]=[CH:29][CH:28]=1)=[O:11])=[O:14])([CH3:19])([CH3:18])[CH3:17]. (2) Reactant: [CH3:1][C:2]1([C:15]([O:17][CH2:18][CH3:19])=[O:16])[CH2:7][CH2:6][N:5](C(OC(C)(C)C)=O)[CH2:4][CH2:3]1. Product: [CH3:1][C:2]1([C:15]([O:17][CH2:18][CH3:19])=[O:16])[CH2:7][CH2:6][NH:5][CH2:4][CH2:3]1. The catalyst class is: 89. (3) Reactant: [F:1][C:2]([F:13])([F:12])[CH:3]1[NH:8][CH2:7][CH:6]([C:9]([O-:11])=[O:10])[CH2:5][CH2:4]1.[C:14]([O-])([O-])=O.[K+].[K+].Cl[C:21]([O:23][CH2:24][C:25]1[CH:30]=[CH:29][CH:28]=[CH:27][CH:26]=1)=[O:22]. Product: [F:13][C:2]([F:12])([F:1])[CH:3]1[N:8]([C:21]([O:23][CH2:24][C:25]2[CH:30]=[CH:29][CH:28]=[CH:27][CH:26]=2)=[O:22])[CH2:7][CH:6]([C:9]([O:11][CH3:14])=[O:10])[CH2:5][CH2:4]1. The catalyst class is: 20. (4) The catalyst class is: 6. Product: [CH2:21]([N:24]([CH2:25][CH2:26][CH3:27])[C:2]1[N:7]2[CH:8]=[CH:9][N:10]=[C:6]2[N:5]=[C:4]([Cl:11])[C:3]=1[C:12]1[C:17]([F:18])=[CH:16][C:15]([F:19])=[CH:14][C:13]=1[F:20])[CH2:22][CH3:23]. Reactant: Cl[C:2]1[N:7]2[CH:8]=[CH:9][N:10]=[C:6]2[N:5]=[C:4]([Cl:11])[C:3]=1[C:12]1[C:17]([F:18])=[CH:16][C:15]([F:19])=[CH:14][C:13]=1[F:20].[CH2:21]([NH:24][CH2:25][CH2:26][CH3:27])[CH2:22][CH3:23].C(Cl)(Cl)Cl. (5) Reactant: [CH3:1][O:2][C:3](=[O:15])/[CH:4]=[CH:5]/[C:6]1[CH:14]=[CH:13][C:11]([OH:12])=[C:8]([O:9][CH3:10])[CH:7]=1.[CH2:16](Br)[CH2:17][CH2:18][CH3:19].C(=O)([O-])[O-].[K+].[K+]. The catalyst class is: 131. Product: [CH2:16]([O:12][C:11]1[CH:13]=[CH:14][C:6](/[CH:5]=[CH:4]/[C:3]([O:2][CH3:1])=[O:15])=[CH:7][C:8]=1[O:9][CH3:10])[CH2:17][CH2:18][CH3:19]. (6) Reactant: [NH2:1][C@H:2]([C:12]1[C:17]([C:18]2[CH:19]=[CH:20][C:21]([Cl:33])=[C:22]3[C:26]=2[N:25]([CH3:27])[N:24]=[C:23]3[NH:28][S:29]([CH3:32])(=[O:31])=[O:30])=[CH:16][CH:15]=[C:14]([Cl:34])[N:13]=1)[CH2:3][C:4]1[CH:9]=[C:8]([F:10])[CH:7]=[C:6]([F:11])[CH:5]=1.C(N(CC)CC)C.[F:42][C:43]1([F:60])[C:47]2[N:48]([CH2:55][C:56](O)=[O:57])[N:49]=[C:50]([C:51](F)([F:53])[F:52])[C:46]=2[C@H:45]2[CH2:59][C@@H:44]12.CN(C(ON1N=NC2C=CC=NC1=2)=[N+](C)C)C.F[P-](F)(F)(F)(F)F. Product: [Cl:34][C:14]1[N:13]=[C:12]([C@@H:2]([NH:1][C:56](=[O:57])[CH2:55][N:48]2[C:47]3[C:43]([F:42])([F:60])[C@@H:44]4[CH2:59][C@@H:45]4[C:46]=3[C:50]([CH:51]([F:53])[F:52])=[N:49]2)[CH2:3][C:4]2[CH:9]=[C:8]([F:10])[CH:7]=[C:6]([F:11])[CH:5]=2)[C:17]([C:18]2[CH:19]=[CH:20][C:21]([Cl:33])=[C:22]3[C:26]=2[N:25]([CH3:27])[N:24]=[C:23]3[NH:28][S:29]([CH3:32])(=[O:30])=[O:31])=[CH:16][CH:15]=1. The catalyst class is: 44. (7) Reactant: [F:1][C:2]1[C:7]([CH:8]=[O:9])=[CH:6][CH:5]=[CH:4][C:3]=1[NH:10][S:11]([CH2:14][CH2:15][CH3:16])(=[O:13])=[O:12].[N:17]1[C:22]2[NH:23][CH:24]=[CH:25][C:21]=2[CH:20]=[N:19][CH:18]=1.[OH-].[K+].O. Product: [F:1][C:2]1[C:7]([CH:8]([OH:9])[C:25]2[C:21]3[CH:20]=[N:19][CH:18]=[N:17][C:22]=3[NH:23][CH:24]=2)=[CH:6][CH:5]=[CH:4][C:3]=1[NH:10][S:11]([CH2:14][CH2:15][CH3:16])(=[O:13])=[O:12]. The catalyst class is: 5.